From a dataset of Catalyst prediction with 721,799 reactions and 888 catalyst types from USPTO. Predict which catalyst facilitates the given reaction. (1) Reactant: [CH3:1][C:2]1[CH:7]=[CH:6][C:5]([NH2:8])=[CH:4][C:3]=1[NH:9][C:10]1[N:15]=[C:14]([C:16]2[CH:21]=[N:20][CH:19]=[CH:18][N:17]=2)[CH:13]=[CH:12][N:11]=1.[CH3:22][N:23]([CH3:33])[C:24]1[CH:25]=[C:26]([CH:30]=[CH:31][CH:32]=1)[C:27](O)=[O:28].F[P-](F)(F)(F)(F)F.N1(O[P+](N(C)C)(N(C)C)N(C)C)C2C=CC=CC=2N=N1.CCN(C(C)C)C(C)C. Product: [CH3:22][N:23]([CH3:33])[C:24]1[CH:25]=[C:26]([CH:30]=[CH:31][CH:32]=1)[C:27]([NH:8][C:5]1[CH:6]=[CH:7][C:2]([CH3:1])=[C:3]([NH:9][C:10]2[N:15]=[C:14]([C:16]3[CH:21]=[N:20][CH:19]=[CH:18][N:17]=3)[CH:13]=[CH:12][N:11]=2)[CH:4]=1)=[O:28]. The catalyst class is: 18. (2) Reactant: [N+:1]([C:4]1[CH:11]=[CH:10][C:9]([N:12]2[CH2:17][CH2:16][O:15][CH2:14][C:13]2=[O:18])=[CH:8][C:5]=1[C:6]#[N:7])([O-])=O. Product: [NH2:1][C:4]1[CH:11]=[CH:10][C:9]([N:12]2[CH2:17][CH2:16][O:15][CH2:14][C:13]2=[O:18])=[CH:8][C:5]=1[C:6]#[N:7]. The catalyst class is: 123. (3) Reactant: [NH:1]1[C:9]2[C:4](=[CH:5][CH:6]=[CH:7][CH:8]=2)[C:3]([CH2:10][C@@H:11]([NH:24]C(=O)OC(C)(C)C)[C:12]2[NH:13][CH:14]=[C:15]([C:17]3[CH:22]=[CH:21][C:20]([F:23])=[CH:19][CH:18]=3)[N:16]=2)=[CH:2]1.F[C:33](F)(F)[C:34]([OH:36])=[O:35].O.C(O)(=O)C=O.C([O-])([O-])=O.[K+].[K+]. Product: [F:23][C:20]1[CH:19]=[CH:18][C:17]([C:15]2[N:16]=[C:12]([C@H:11]3[CH2:10][C:3]4[C:4]5[C:9](=[CH:8][CH:7]=[CH:6][CH:5]=5)[NH:1][C:2]=4[CH:33]([C:34]([OH:36])=[O:35])[NH:24]3)[NH:13][CH:14]=2)=[CH:22][CH:21]=1. The catalyst class is: 232. (4) Reactant: C[O:2][C:3]([C:5]1[CH:10]=[CH:9][CH:8]=[C:7]([C:11]2[C:12]([C:19]3[C:28]4[C:23](=[CH:24][CH:25]=[CH:26][CH:27]=4)[N:22]=[CH:21][CH:20]=3)=[C:13]3[CH2:18][CH2:17][CH2:16][N:14]3[N:15]=2)[N:6]=1)=O.[BH4-].[Li+].Cl. Product: [N:22]1[C:23]2[C:28](=[CH:27][CH:26]=[CH:25][CH:24]=2)[C:19]([C:12]2[C:11]([C:7]3[N:6]=[C:5]([CH2:3][OH:2])[CH:10]=[CH:9][CH:8]=3)=[N:15][N:14]3[CH2:16][CH2:17][CH2:18][C:13]=23)=[CH:20][CH:21]=1. The catalyst class is: 5. (5) Reactant: [C:1]1([C:7]#[C:8][C:9]2[CH:10]=[CH:11][C:12]([NH2:15])=[N:13][CH:14]=2)[CH:6]=[CH:5][CH:4]=[CH:3][CH:2]=1.N1C=CC=CC=1.[C:22](Cl)(=[O:27])[C:23]([CH3:26])([CH3:25])[CH3:24]. Product: [CH3:24][C:23]([CH3:26])([CH3:25])[C:22]([NH:15][C:12]1[CH:11]=[CH:10][C:9]([C:8]#[C:7][C:1]2[CH:6]=[CH:5][CH:4]=[CH:3][CH:2]=2)=[CH:14][N:13]=1)=[O:27]. The catalyst class is: 4. (6) Reactant: [CH2:1]([O:8][C:9]1[CH:17]=[C:16]([O:18][CH2:19][C:20]2[CH:25]=[CH:24][CH:23]=[CH:22][CH:21]=2)[CH:15]=[CH:14][C:10]=1[C:11](O)=[O:12])[C:2]1[CH:7]=[CH:6][CH:5]=[CH:4][CH:3]=1.S(Cl)([Cl:28])=O. Product: [CH2:1]([O:8][C:9]1[CH:17]=[C:16]([O:18][CH2:19][C:20]2[CH:25]=[CH:24][CH:23]=[CH:22][CH:21]=2)[CH:15]=[CH:14][C:10]=1[C:11]([Cl:28])=[O:12])[C:2]1[CH:7]=[CH:6][CH:5]=[CH:4][CH:3]=1. The catalyst class is: 3.